The task is: Predict which catalyst facilitates the given reaction.. This data is from Catalyst prediction with 721,799 reactions and 888 catalyst types from USPTO. (1) Reactant: [Mg].II.Br[C:5]1[CH:10]=[CH:9][C:8]([CH:11]2[O:15][CH2:14][CH2:13][O:12]2)=[CH:7][CH:6]=1.[C:16]1(=[O:22])[CH2:21][CH2:20][CH2:19][CH2:18][CH2:17]1. Product: [O:12]1[CH2:13][CH2:14][O:15][CH:11]1[C:8]1[CH:9]=[CH:10][C:5]([C:16]2([OH:22])[CH2:21][CH2:20][CH2:19][CH2:18][CH2:17]2)=[CH:6][CH:7]=1. The catalyst class is: 1. (2) Reactant: N(C([O:12][C:13]([CH3:16])([CH3:15])[CH3:14])=O)=NC(OC(C)(C)C)=O.Br[C:18]1C=CC2OCCN3C(CO)=C(I)N=C3C=2C=1.CC1NC=CN=1.C1(P(C2C=CC=CC=2)C2C=CC=CC=2)C=CC=CC=1.N1C(C(N)=O)=CN2C=1C1C=CC=CC=1OCC2.Br[C:78]1[CH:79]=[CH:80][C:81]2[O:87][CH2:86][CH2:85][N:84]3[C:88]([CH2:94][N:95]4[CH:99]=[CH:98][N:97]=[C:96]4[CH3:100])=[C:89]([C:91]([NH2:93])=[O:92])[N:90]=[C:83]3[C:82]=2[CH:101]=1.CC(O)(C#C)C. Product: [OH:12][C:13]([CH3:14])([CH3:15])[C:16]#[C:18][C:78]1[CH:79]=[CH:80][C:81]2[O:87][CH2:86][CH2:85][N:84]3[C:88]([CH2:94][N:95]4[CH:99]=[CH:98][N:97]=[C:96]4[CH3:100])=[C:89]([C:91]([NH2:93])=[O:92])[N:90]=[C:83]3[C:82]=2[CH:101]=1. The catalyst class is: 7. (3) Reactant: [CH3:1][C:2]1[C:7]([CH3:8])=[CH:6][CH:5]=[C:4]([CH3:9])[C:3]=1[OH:10].[S-:11][C:12]#[N:13].[NH4+]. Product: [CH3:8][C:7]1[C:2]([CH3:1])=[C:3]([OH:10])[C:4]([CH3:9])=[CH:5][C:6]=1[S:11][C:12]#[N:13]. The catalyst class is: 5.